This data is from Catalyst prediction with 721,799 reactions and 888 catalyst types from USPTO. The task is: Predict which catalyst facilitates the given reaction. (1) Reactant: [Si]([O:18][CH2:19][C:20]1[CH:21]=[C:22]([C:28]2[S:29][C:30]([CH3:33])=[N:31][N:32]=2)[C:23]([F:27])=[N:24][C:25]=1[F:26])(C(C)(C)C)(C1C=CC=CC=1)C1C=CC=CC=1.C(OCC)(=O)C.ClCCl. Product: [F:26][C:25]1[C:20]([CH2:19][OH:18])=[CH:21][C:22]([C:28]2[S:29][C:30]([CH3:33])=[N:31][N:32]=2)=[C:23]([F:27])[N:24]=1. The catalyst class is: 316. (2) Reactant: [Br:1][C:2]1[CH:10]=[CH:9][CH:8]=[CH:7][C:3]=1[C:4]([OH:6])=[O:5].C1CCC(N=C=NC2CCCCC2)CC1.C(Cl)Cl.[C:29](O)([CH3:32])([CH3:31])[CH3:30]. Product: [C:29]([O:5][C:4](=[O:6])[C:3]1[CH:7]=[CH:8][CH:9]=[CH:10][C:2]=1[Br:1])([CH3:32])([CH3:31])[CH3:30]. The catalyst class is: 142. (3) The catalyst class is: 49. Reactant: [Si]([O:8][CH2:9][CH2:10][CH2:11][N:12]([CH2:45][CH2:46][CH3:47])[C:13]([C:15]1=[CH:16][C:17]2[CH:31]=[CH:30][C:29]([C:32]3[CH:37]=[CH:36][C:35]([C:38]([N:40]4[CH2:44][CH2:43][CH2:42][CH2:41]4)=[O:39])=[CH:34][CH:33]=3)=[CH:28][C:18]=2[N:19]=[C:20]([NH:22][CH2:23][CH2:24][N:25]([CH3:27])[CH3:26])[CH2:21]1)=[O:14])(C(C)(C)C)(C)C.Cl. Product: [CH3:27][N:25]([CH3:26])[CH2:24][CH2:23][NH:22][C:20]1[CH2:21][C:15]([C:13]([N:12]([CH2:11][CH2:10][CH2:9][OH:8])[CH2:45][CH2:46][CH3:47])=[O:14])=[CH:16][C:17]2[CH:31]=[CH:30][C:29]([C:32]3[CH:37]=[CH:36][C:35]([C:38]([N:40]4[CH2:41][CH2:42][CH2:43][CH2:44]4)=[O:39])=[CH:34][CH:33]=3)=[CH:28][C:18]=2[N:19]=1. (4) Reactant: [Cl:1][C:2]1[N:6]([C:7]2[CH:12]=[CH:11][C:10]([C:13]3[CH:17]=[CH:16][S:15][CH:14]=3)=[CH:9][CH:8]=2)[C:5]([C:18](OCC)=[O:19])=[C:4]([NH:23][C:24](=[O:28])[CH2:25][C:26]#[N:27])[CH:3]=1.[H-].[Na+].CO. Product: [Cl:1][C:2]1[N:6]([C:7]2[CH:12]=[CH:11][C:10]([C:13]3[CH:17]=[CH:16][S:15][CH:14]=3)=[CH:9][CH:8]=2)[C:5]2[C:18]([OH:19])=[C:25]([C:26]#[N:27])[C:24](=[O:28])[NH:23][C:4]=2[CH:3]=1. The catalyst class is: 1. (5) Reactant: [N:1]1([C:7]([O:9][CH2:10][C:11]2[CH:16]=[CH:15][CH:14]=[CH:13][CH:12]=2)=[O:8])[CH2:6][CH2:5][NH:4][CH2:3][CH2:2]1.Cl[CH2:18][C:19]([N:21]1[CH2:26][CH2:25][N:24]([CH:27]2[CH2:30][CH2:29][CH2:28]2)[CH2:23][CH2:22]1)=[O:20].[Na+].[I-].C([O-])([O-])=O.[K+].[K+]. Product: [CH:27]1([N:24]2[CH2:25][CH2:26][N:21]([C:19](=[O:20])[CH2:18][N:4]3[CH2:5][CH2:6][N:1]([C:7]([O:9][CH2:10][C:11]4[CH:16]=[CH:15][CH:14]=[CH:13][CH:12]=4)=[O:8])[CH2:2][CH2:3]3)[CH2:22][CH2:23]2)[CH2:30][CH2:29][CH2:28]1. The catalyst class is: 10. (6) Product: [NH:12]1[C:13]2[C:18](=[CH:17][CH:16]=[CH:15][CH:14]=2)[C:10]([C:8](=[O:9])[CH:35]([C:36]2[CH:37]=[CH:38][C:39]([C:40]#[N:41])=[CH:42][CH:43]=2)[NH:34][C:30]2[CH:31]=[CH:32][CH:33]=[C:28]([O:27][CH3:26])[CH:29]=2)=[CH:11]1. Reactant: C(N(CC)CC)C.[CH:8]([C:10]1[C:18]2[C:13](=[CH:14][CH:15]=[CH:16][CH:17]=2)[N:12](C(OC(C)(C)C)=O)[CH:11]=1)=[O:9].[CH3:26][O:27][C:28]1[CH:29]=[C:30]([N:34]=[CH:35][C:36]2[CH:43]=[CH:42][C:39]([C:40]#[N:41])=[CH:38][CH:37]=2)[CH:31]=[CH:32][CH:33]=1. The catalyst class is: 433. (7) Reactant: O.[OH-].[Li+].[CH3:4][C:5]1[CH:10]=[CH:9][N:8]=[C:7]([C:11]2[CH:12]=[N:13][C:14]([N:17]3[C:25]4[C:20](=[CH:21][CH:22]=[C:23]([C:26]([O:28]C)=[O:27])[CH:24]=4)[C:19]([S:30][CH3:31])=[CH:18]3)=[N:15][CH:16]=2)[CH:6]=1. Product: [CH3:4][C:5]1[CH:10]=[CH:9][N:8]=[C:7]([C:11]2[CH:16]=[N:15][C:14]([N:17]3[C:25]4[C:20](=[CH:21][CH:22]=[C:23]([C:26]([OH:28])=[O:27])[CH:24]=4)[C:19]([S:30][CH3:31])=[CH:18]3)=[N:13][CH:12]=2)[CH:6]=1. The catalyst class is: 20. (8) Reactant: [Br:1][C:2]1[CH:8]=[CH:7][C:5]([NH2:6])=[C:4]([N+:9]([O-])=O)[CH:3]=1.[OH-].[Na+]. Product: [Br:1][C:2]1[CH:3]=[C:4]([NH2:9])[C:5]([NH2:6])=[CH:7][CH:8]=1. The catalyst class is: 14.